This data is from Catalyst prediction with 721,799 reactions and 888 catalyst types from USPTO. The task is: Predict which catalyst facilitates the given reaction. (1) Reactant: [C:1]1([C:7]2[O:11][N:10]=[CH:9][C:8]=2[C:12]([OH:14])=O)[CH:6]=[CH:5][CH:4]=[CH:3][CH:2]=1.Cl.C(N=C=NCCCN(C)C)C.C(N(CC)CC)C.Cl.[CH3:35][N:36]([CH3:50])[C:37]([C:39]1([C:44]2[CH:49]=[CH:48][CH:47]=[CH:46][CH:45]=2)[CH2:43][CH2:42][NH:41][CH2:40]1)=[O:38]. Product: [CH3:35][N:36]([CH3:50])[C:37]([C:39]1([C:44]2[CH:49]=[CH:48][CH:47]=[CH:46][CH:45]=2)[CH2:43][CH2:42][N:41]([C:12]([C:8]2[CH:9]=[N:10][O:11][C:7]=2[C:1]2[CH:2]=[CH:3][CH:4]=[CH:5][CH:6]=2)=[O:14])[CH2:40]1)=[O:38]. The catalyst class is: 4. (2) Reactant: [CH2:1]([O:3][C:4](=[O:17])[CH2:5][C:6](=O)[C:7]1[CH:12]=[CH:11][C:10]([N+:13]([O-:15])=[O:14])=[CH:9][CH:8]=1)[CH3:2].[NH:18]([C:20]1[N:25]=[CH:24][CH:23]=[CH:22][N:21]=1)[NH2:19]. Product: [CH2:1]([O:3][C:4](=[O:17])[CH2:5][C:6]([C:7]1[CH:12]=[CH:11][C:10]([N+:13]([O-:15])=[O:14])=[CH:9][CH:8]=1)=[N:19][NH:18][C:20]1[N:25]=[CH:24][CH:23]=[CH:22][N:21]=1)[CH3:2]. The catalyst class is: 8.